This data is from Peptide-MHC class I binding affinity with 185,985 pairs from IEDB/IMGT. The task is: Regression. Given a peptide amino acid sequence and an MHC pseudo amino acid sequence, predict their binding affinity value. This is MHC class I binding data. (1) The peptide sequence is LATLKDMWK. The MHC is HLA-B40:01 with pseudo-sequence HLA-B40:01. The binding affinity (normalized) is 0.0847. (2) The peptide sequence is CTFLLNKEMY. The MHC is HLA-A30:02 with pseudo-sequence HLA-A30:02. The binding affinity (normalized) is 0.444.